From a dataset of Reaction yield outcomes from USPTO patents with 853,638 reactions. Predict the reaction yield, written as a fraction of the theoretical maximum amount of product (1.0 means a 100% yield; for example, 0.34 means a 34% yield). (1) The reactants are [F:1][C:2]([F:41])([F:40])[C:3]1[CH:4]=[C:5]([CH:33]=[C:34]([C:36]([F:39])([F:38])[F:37])[CH:35]=1)[CH2:6][N:7]([CH2:14][C:15]1[CH:20]=[C:19]([C:21]([F:24])([F:23])[F:22])[CH:18]=[CH:17][C:16]=1[CH:25]([CH:27]1[CH2:32][CH2:31][CH2:30][CH2:29][CH2:28]1)O)[C:8]1[N:9]=[N:10][N:11]([CH3:13])[N:12]=1.[Br:42]N1C(=O)CCC1=O.C1(P(C2C=CC=CC=2)C2C=CC=CC=2)C=CC=CC=1. The catalyst is C(Cl)Cl. The product is [F:1][C:2]([F:41])([F:40])[C:3]1[CH:4]=[C:5]([CH:33]=[C:34]([C:36]([F:39])([F:38])[F:37])[CH:35]=1)[CH2:6][N:7]([CH2:14][C:15]1[CH:20]=[C:19]([C:21]([F:24])([F:23])[F:22])[CH:18]=[CH:17][C:16]=1[CH:25]([Br:42])[CH:27]1[CH2:32][CH2:31][CH2:30][CH2:29][CH2:28]1)[C:8]1[N:9]=[N:10][N:11]([CH3:13])[N:12]=1. The yield is 0.480. (2) The reactants are [C:1]([C:3]1[CH:8]=[C:7]([CH2:9][C:10]([CH3:13])([CH3:12])[CH3:11])[CH:6]=[CH:5][C:4]=1[O:14][S:15]([C:18]([F:21])([F:20])[F:19])(=[O:17])=[O:16])#[N:2]. The catalyst is C1COCC1. The product is [NH2:2][CH2:1][C:3]1[CH:8]=[C:7]([CH2:9][C:10]([CH3:12])([CH3:13])[CH3:11])[CH:6]=[CH:5][C:4]=1[O:14][S:15]([C:18]([F:21])([F:19])[F:20])(=[O:17])=[O:16]. The yield is 0.560.